Dataset: Catalyst prediction with 721,799 reactions and 888 catalyst types from USPTO. Task: Predict which catalyst facilitates the given reaction. (1) Reactant: [Cl:1][CH2:2][CH:3]1[C:11]2[C:10]3[CH:12]=[C:13]([C:16]([O:18]C)=[O:17])[CH:14]=[CH:15][C:9]=3[C:8]([N+:20]([O-:22])=[O:21])=[CH:7][C:6]=2[N:5](C(=O)C(F)(F)F)[CH2:4]1.OS(O)(=O)=O. Product: [Cl:1][CH2:2][CH:3]1[C:11]2[C:10]3[CH:12]=[C:13]([C:16]([OH:18])=[O:17])[CH:14]=[CH:15][C:9]=3[C:8]([N+:20]([O-:22])=[O:21])=[CH:7][C:6]=2[NH:5][CH2:4]1. The catalyst class is: 6. (2) Reactant: [CH3:1][O:2][C:3]1[CH:31]=[C:30]([O:32][CH3:33])[CH:29]=[CH:28][C:4]=1[CH2:5][NH:6][C:7]1[N:16]2[N:17]=[C:18]([CH2:20][CH2:21][OH:22])[N:19]=[C:15]2[C:14]2[C:9](=[C:10]3[O:25][C:24]([F:27])([F:26])[O:23][C:11]3=[CH:12][CH:13]=2)[N:8]=1.C(N(CC)CC)C.[CH3:41][S:42](Cl)(=[O:44])=[O:43]. Product: [CH3:41][S:42]([O:22][CH2:21][CH2:20][C:18]1[N:19]=[C:15]2[N:16]([C:7]([NH:6][CH2:5][C:4]3[CH:28]=[CH:29][C:30]([O:32][CH3:33])=[CH:31][C:3]=3[O:2][CH3:1])=[N:8][C:9]3[C:14]2=[CH:13][CH:12]=[C:11]2[O:23][C:24]([F:26])([F:27])[O:25][C:10]=32)[N:17]=1)(=[O:44])=[O:43]. The catalyst class is: 4.